From a dataset of Full USPTO retrosynthesis dataset with 1.9M reactions from patents (1976-2016). Predict the reactants needed to synthesize the given product. (1) Given the product [F:1][C:2]1[CH:7]=[CH:6][C:5]([C:8]2[O:9][C:10]3[CH:19]=[C:18]([N+:20]([O-:22])=[O:21])[C:17]([O:23][CH:24]([CH3:25])[CH3:26])=[CH:16][C:11]=3[C:12]=2[C:13]([NH:27][CH2:28][CH2:29][NH:30][C:31](=[O:37])[O:32][C:33]([CH3:35])([CH3:34])[CH3:36])=[O:15])=[CH:4][CH:3]=1, predict the reactants needed to synthesize it. The reactants are: [F:1][C:2]1[CH:7]=[CH:6][C:5]([C:8]2[O:9][C:10]3[CH:19]=[C:18]([N+:20]([O-:22])=[O:21])[C:17]([O:23][CH:24]([CH3:26])[CH3:25])=[CH:16][C:11]=3[C:12]=2[C:13]([OH:15])=O)=[CH:4][CH:3]=1.[NH2:27][CH2:28][CH2:29][NH:30][C:31](=[O:37])[O:32][C:33]([CH3:36])([CH3:35])[CH3:34].C(N(CC)C(C)C)(C)C.F[P-](F)(F)(F)(F)F.N1(O[P+](N(C)C)(N(C)C)N(C)C)C2C=CC=CC=2N=N1. (2) Given the product [CH3:1][O:2][C:3](=[O:38])[CH2:4][N:5]([C:11]1[CH:16]=[CH:15][C:14]([CH3:17])=[CH:13][C:12]=1[O:18][CH2:19][CH2:20][O:21][C:22]1[CH:27]=[C:26]([N+:39]([O-:41])=[O:40])[CH:25]=[CH:24][C:23]=1[NH:28][CH:29]([C:34]([O:36][CH3:37])=[O:35])[C:30]([O:32][CH3:33])=[O:31])[CH2:6][C:7]([O:9][CH3:10])=[O:8], predict the reactants needed to synthesize it. The reactants are: [CH3:1][O:2][C:3](=[O:38])[CH2:4][N:5]([C:11]1[CH:16]=[CH:15][C:14]([CH3:17])=[CH:13][C:12]=1[O:18][CH2:19][CH2:20][O:21][C:22]1[CH:27]=[CH:26][CH:25]=[CH:24][C:23]=1[NH:28][CH:29]([C:34]([O:36][CH3:37])=[O:35])[C:30]([O:32][CH3:33])=[O:31])[CH2:6][C:7]([O:9][CH3:10])=[O:8].[N+:39]([O-])([OH:41])=[O:40].S(=O)(=O)(O)O. (3) Given the product [C:30]([O:29][C:28]([NH:27][C:20]1[C:21]2[C:26](=[CH:25][CH:24]=[CH:23][CH:22]=2)[C:17]([O:16][C:14]2[CH:13]=[CH:12][N:11]=[C:10]([NH:2][C:1](=[O:8])[O:3][C:4]([CH3:7])([CH3:6])[CH3:5])[N:15]=2)=[CH:18][CH:19]=1)=[O:34])([CH3:33])([CH3:32])[CH3:31], predict the reactants needed to synthesize it. The reactants are: [C:1](=[O:8])([O:3][C:4]([CH3:7])([CH3:6])[CH3:5])[NH2:2].Cl[C:10]1[N:15]=[C:14]([O:16][C:17]2[C:26]3[C:21](=[CH:22][CH:23]=[CH:24][CH:25]=3)[C:20]([NH:27][C:28](=[O:34])[O:29][C:30]([CH3:33])([CH3:32])[CH3:31])=[CH:19][CH:18]=2)[CH:13]=[CH:12][N:11]=1.C([O-])([O-])=O.[Cs+].[Cs+].CC1(C)C2C(=C(P(C3C=CC=CC=3)C3C=CC=CC=3)C=CC=2)OC2C(P(C3C=CC=CC=3)C3C=CC=CC=3)=CC=CC1=2. (4) Given the product [Cl-:3].[Mg+2:2].[Cl-:3].[Cl-:3].[Na+:4].[OH2:1].[Mg+2:2].[Cl-:3].[Cl-:3], predict the reactants needed to synthesize it. The reactants are: [O-2:1].[Mg+2:2].[Cl-:3].[Na+:4].O. (5) The reactants are: [CH2:1]([NH:3][C:4]1[CH:9]=[C:8]([O:10][CH3:11])[C:7]([O:12][CH3:13])=[CH:6][C:5]=1[C@@H:14]1[CH2:23][CH2:22][C:21]2[CH:20]=[C:19]([O:24]C(=O)C(C)(C)C)[CH:18]=[CH:17][C:16]=2[CH2:15]1)[CH3:2].[CH3:31][N:32]([CH3:47])[C:33]([CH3:46])([CH3:45])[CH2:34][O:35][C:36]1[CH:43]=[CH:42][C:39]([CH:40]=O)=[CH:38][C:37]=1[F:44]. Given the product [CH3:47][N:32]([CH3:31])[C:33]([CH3:45])([CH3:46])[CH2:34][O:35][C:36]1[CH:43]=[CH:42][C:39]([CH2:40][CH2:2][CH2:1][NH:3][C:4]2[CH:9]=[C:8]([O:10][CH3:11])[C:7]([O:12][CH3:13])=[CH:6][C:5]=2[C@@H:14]2[CH2:23][CH2:22][C:21]3[CH:20]=[C:19]([OH:24])[CH:18]=[CH:17][C:16]=3[CH2:15]2)=[CH:38][C:37]=1[F:44], predict the reactants needed to synthesize it.